From a dataset of Hepatocyte clearance measurements from AstraZeneca. Regression/Classification. Given a drug SMILES string, predict its absorption, distribution, metabolism, or excretion properties. Task type varies by dataset: regression for continuous measurements (e.g., permeability, clearance, half-life) or binary classification for categorical outcomes (e.g., BBB penetration, CYP inhibition). For this dataset (clearance_hepatocyte_az), we predict log10(clearance) (log10 of the in vitro intrinsic clearance, CLint, in uL/min per 10^6 hepatocytes; values are censored to the assay range of 3 to 150, which is 0.477 to 2.18 on this log10 scale). (1) The compound is CCOC(=O)/C=C/[C@H](C[C@@H]1CCNC1=O)NC(=O)[C@@H](CC(=O)[C@@H](NC(=O)c1cc(C)on1)C(C)C)Cc1ccc(F)cc1. The log10(clearance) is 2.18. (2) The drug is CCOc1ccc(NC(C)=O)cc1. The log10(clearance) is 1.43. (3) The molecule is CCc1cccc2c1N(C)Cc1cc3c(cc1-2)OCO3. The log10(clearance) is 2.18.